Predict which catalyst facilitates the given reaction. From a dataset of Catalyst prediction with 721,799 reactions and 888 catalyst types from USPTO. (1) Reactant: [F:1][C:2]1([F:17])[CH2:7][CH2:6][C:5]([C:9]2[CH:10]=[N:11][N:12]([CH2:14][O:15][CH3:16])[CH:13]=2)(O)[CH2:4][CH2:3]1.C1(C)C=CC(S(O)(=O)=O)=CC=1. Product: [F:17][C:2]1([F:1])[CH2:7][CH2:6][C:5]([C:9]2[CH:10]=[N:11][N:12]([CH2:14][O:15][CH3:16])[CH:13]=2)=[CH:4][CH2:3]1. The catalyst class is: 11. (2) Reactant: [H-].[Na+].[CH:3]([O:6][C:7]([N:9]1[C:18]2[C:13](=[CH:14][C:15]([C:19]([F:22])([F:21])[F:20])=[CH:16][CH:17]=2)[C@@H:12]([NH:23][CH2:24][C:25]2[CH:30]=[C:29]([C:31]([F:34])([F:33])[F:32])[CH:28]=[C:27]([C:35]([F:38])([F:37])[F:36])[CH:26]=2)[CH2:11][C@H:10]1[CH2:39][CH3:40])=[O:8])([CH3:5])[CH3:4].[CH3:41][N:42](C)C=O.N#CBr. Product: [CH:3]([O:6][C:7]([N:9]1[C:18]2[C:13](=[CH:14][C:15]([C:19]([F:20])([F:21])[F:22])=[CH:16][CH:17]=2)[C@@H:12]([N:23]([CH2:24][C:25]2[CH:26]=[C:27]([C:35]([F:38])([F:36])[F:37])[CH:28]=[C:29]([C:31]([F:32])([F:33])[F:34])[CH:30]=2)[C:41]#[N:42])[CH2:11][C@H:10]1[CH2:39][CH3:40])=[O:8])([CH3:5])[CH3:4]. The catalyst class is: 829. (3) Reactant: Br[C:2]1[N:3]=[CH:4][C:5]([NH2:9])=[N:6][C:7]=1[CH3:8].[C-]#N.[Na+].[Cu][C:14]#[N:15]. Product: [NH2:9][C:5]1[N:6]=[C:7]([CH3:8])[C:2]([C:14]#[N:15])=[N:3][CH:4]=1. The catalyst class is: 18. (4) Reactant: [F:1][C:2]1[CH:3]=[C:4]([CH:6]=[CH:7][CH:8]=1)[NH2:5].[OH2:9]. Product: [F:1][C:2]1[CH:3]=[C:4]2[C:6]([C:3]([OH:9])=[CH:2][C:8]([CH3:7])=[N:5]2)=[CH:7][CH:8]=1. The catalyst class is: 33. (5) Product: [Cl:5][C:6]1[CH:11]=[CH:10][C:9]([C:12]2[N:16]([CH2:17][C@H:18]([OH:23])[C:19]([F:20])([F:21])[F:22])[C:15](=[O:24])[N:14]([CH2:25][C:26]3[N:34]=[C:33]([CH2:32][OH:31])[NH:29][N:28]=3)[N:13]=2)=[CH:8][CH:7]=1. Reactant: [O-]CC.[Na+].[Cl:5][C:6]1[CH:11]=[CH:10][C:9]([C:12]2[N:16]([CH2:17][C@H:18]([OH:23])[C:19]([F:22])([F:21])[F:20])[C:15](=[O:24])[N:14]([CH2:25][C:26]([NH:28][NH2:29])=O)[N:13]=2)=[CH:8][CH:7]=1.Cl.[OH:31][CH2:32][C:33](N)=[NH:34]. The catalyst class is: 3. (6) Reactant: C([O-])(=O)C.[Cs+].FC(F)(F)C1C=CC(P(C2C=CC(C(F)(F)F)=CC=2)C2C=CC(C(F)(F)F)=CC=2)=CC=1.CN(C)C=O.[N:42]1[CH:43]=[N:44][N:45]2[CH:50]=[C:49]([C:51]3[O:55][C:54]([CH3:57])([CH3:56])[C:53](=[O:58])[CH:52]=3)[CH:48]=[CH:47][C:46]=12.[Cl:59][C:60]1[CH:65]=[CH:64][CH:63]=[C:62](I)[CH:61]=1. Product: [N:42]1[CH:43]=[N:44][N:45]2[CH:50]=[C:49]([C:51]3[O:55][C:54]([CH3:56])([CH3:57])[C:53](=[O:58])[C:52]=3[C:62]3[CH:63]=[CH:64][CH:65]=[C:60]([Cl:59])[CH:61]=3)[CH:48]=[CH:47][C:46]=12. The catalyst class is: 167. (7) Reactant: [Cl:1][C:2]1[CH:3]=[C:4]([CH:18]=[CH:19][C:20]=1[Cl:21])[CH2:5][N:6]1[C:15](=[O:16])[C:14]2[C:9](=[CH:10][CH:11]=[C:12]([NH2:17])[CH:13]=2)[N:8]=[CH:7]1.[C:22](Cl)(=[O:28])[CH2:23][CH2:24][CH2:25][CH2:26][CH3:27].C([O-])([O-])=O.[Na+].[Na+]. Product: [Cl:1][C:2]1[CH:3]=[C:4]([CH:18]=[CH:19][C:20]=1[Cl:21])[CH2:5][N:6]1[C:15](=[O:16])[C:14]2[C:9](=[CH:10][CH:11]=[C:12]([NH:17][C:22](=[O:28])[CH2:23][CH2:24][CH2:25][CH2:26][CH3:27])[CH:13]=2)[N:8]=[CH:7]1. The catalyst class is: 38. (8) Reactant: [S:1]1[CH:5]=[CH:4][CH:3]=[C:2]1[CH:6]=O.[NH2:8][C:9]1[CH:21]=[CH:20][C:19]2[C:18]3[C:13](=[CH:14][CH:15]=[CH:16][CH:17]=3)[CH2:12][C:11]=2[CH:10]=1.C(O)(C(F)(F)F)=O. Product: [S:1]1[CH:5]=[CH:4][CH:3]=[C:2]1[CH:6]=[C:12]1[C:11]2[CH:10]=[C:9]([NH2:8])[CH:21]=[CH:20][C:19]=2[C:18]2[C:13]1=[CH:14][CH:15]=[CH:16][CH:17]=2. The catalyst class is: 32. (9) Reactant: [CH2:1]([O:8][CH2:9][CH:10]([CH2:12][O:13][Si:14]([C:17]([CH3:20])([CH3:19])[CH3:18])([CH3:16])[CH3:15])[OH:11])[C:2]1[CH:7]=[CH:6][CH:5]=[CH:4][CH:3]=1.[H-].[Na+].[CH3:23]I. Product: [CH2:1]([O:8][CH2:9][CH:10]([CH2:12][O:13][Si:14]([C:17]([CH3:20])([CH3:19])[CH3:18])([CH3:15])[CH3:16])[O:11][CH3:23])[C:2]1[CH:7]=[CH:6][CH:5]=[CH:4][CH:3]=1. The catalyst class is: 1.